Dataset: Forward reaction prediction with 1.9M reactions from USPTO patents (1976-2016). Task: Predict the product of the given reaction. (1) The product is: [Cl:1][C:2]1[CH:8]=[C:7]2[C:5](=[CH:4][C:3]=1[OH:9])[O:6][CH:36]=[C:26]([C:22]1[CH:21]=[C:20]([C:14]3[CH:15]=[CH:16][C:17]([O:18][CH3:19])=[C:12]([O:11][CH3:10])[CH:13]=3)[CH:25]=[CH:24][CH:23]=1)[C:27]2=[O:29]. Given the reactants [Cl:1][C:2]1[CH:8]=[CH:7][C:5]([OH:6])=[CH:4][C:3]=1[OH:9].[CH3:10][O:11][C:12]1[CH:13]=[C:14]([C:20]2[CH:25]=[CH:24][CH:23]=[C:22]([CH2:26][C:27]([OH:29])=O)[CH:21]=2)[CH:15]=[CH:16][C:17]=1[O:18][CH3:19].P(Cl)(Cl)(Cl)(Cl)Cl.[CH3:36]N(C=O)C, predict the reaction product. (2) Given the reactants [NH:1]1[CH:8]=[CH:7][C:5](=[O:6])[NH:4][C:2]1=[O:3].C([O-])([O-])=O.[Cs+].[Cs+].S(O[CH2:26][CH2:27][CH2:28][CH2:29][CH2:30][CH2:31][NH:32][C:33]([C:46]1[CH:51]=[CH:50][CH:49]=[CH:48][CH:47]=1)([C:40]1[CH:45]=[CH:44][CH:43]=[CH:42][CH:41]=1)[C:34]1[CH:39]=[CH:38][CH:37]=[CH:36][CH:35]=1)(C1C=CC(C)=CC=1)(=O)=O.O, predict the reaction product. The product is: [C:33]([NH:32][CH2:31][CH2:30][CH2:29][CH2:28][CH2:27][CH2:26][N:1]1[CH:8]=[CH:7][C:5](=[O:6])[NH:4][C:2]1=[O:3])([C:40]1[CH:41]=[CH:42][CH:43]=[CH:44][CH:45]=1)([C:46]1[CH:51]=[CH:50][CH:49]=[CH:48][CH:47]=1)[C:34]1[CH:35]=[CH:36][CH:37]=[CH:38][CH:39]=1. (3) Given the reactants [Cl:1][C:2]1[CH:3]=[CH:4][C:5]([N+:10]([O-])=O)=[C:6]([O:8][CH3:9])[CH:7]=1.C([O-])=O.[NH4+], predict the reaction product. The product is: [Cl:1][C:2]1[CH:3]=[CH:4][C:5]([NH2:10])=[C:6]([O:8][CH3:9])[CH:7]=1. (4) Given the reactants [NH:1]1[C:9]2[C:4](=[CH:5][CH:6]=[CH:7][CH:8]=2)[C:3]([C:10]([OH:12])=O)=[N:2]1.S(Cl)([Cl:15])=O.[N:17]12[CH2:24][CH:21]([CH2:22][CH2:23]1)[NH:20][CH2:19][CH2:18]2, predict the reaction product. The product is: [ClH:15].[N:17]12[CH2:24][CH:21]([CH2:22][CH2:23]1)[N:20]([C:10]([C:3]1[C:4]3[C:9](=[CH:8][CH:7]=[CH:6][CH:5]=3)[NH:1][N:2]=1)=[O:12])[CH2:19][CH2:18]2. (5) Given the reactants [C:1]([O:5][C:6](=[O:21])[NH:7][C@@H:8]([C:10]1[CH:19]=[CH:18][C:17]2[C:12](=[CH:13][C:14](Br)=[CH:15][CH:16]=2)[N:11]=1)[CH3:9])([CH3:4])([CH3:3])[CH3:2].[CH3:22][O:23][C:24]([C:26]1([CH:32]=[CH2:33])[CH2:31][O:30][CH2:29][CH2:28][O:27]1)=[O:25].C1(C)C=CC=CC=1P(C1C=CC=CC=1C)C1C=CC=CC=1C.C1(CNCC2CCCCC2)CCCCC1, predict the reaction product. The product is: [CH3:22][O:23][C:24]([C:26]1(/[CH:32]=[CH:33]/[C:14]2[CH:13]=[C:12]3[C:17]([CH:18]=[CH:19][C:10]([C@H:8]([NH:7][C:6]([O:5][C:1]([CH3:4])([CH3:3])[CH3:2])=[O:21])[CH3:9])=[N:11]3)=[CH:16][CH:15]=2)[CH2:31][O:30][CH2:29][CH2:28][O:27]1)=[O:25]. (6) Given the reactants [Cl:1][C:2]1[CH:3]=[CH:4][C:5]2[C:14]([CH:15]=1)=[N:13][C:12]1[C:7](=[CH:8][CH:9]=[CH:10][CH:11]=1)[C:6]=2Cl.[CH2:17]([N:19]1[CH2:24][CH2:23][CH:22]([NH2:25])[CH2:21][CH2:20]1)[CH3:18], predict the reaction product. The product is: [Cl:1][C:2]1[CH:3]=[CH:4][C:5]2[C:14]([CH:15]=1)=[N:13][C:12]1[C:7](=[CH:8][CH:9]=[CH:10][CH:11]=1)[C:6]=2[NH:25][CH:22]1[CH2:23][CH2:24][N:19]([CH2:17][CH3:18])[CH2:20][CH2:21]1. (7) Given the reactants [CH:1]([C:3]1[N:4]=[C:5]([C:8]2[N:9]=[CH:10][N:11]([CH3:13])[CH:12]=2)[NH:6][CH:7]=1)=O.[H][H].[NH3:16], predict the reaction product. The product is: [NH2:16][CH2:1][C:3]1[N:4]=[C:5]([C:8]2[N:9]=[CH:10][N:11]([CH3:13])[CH:12]=2)[NH:6][CH:7]=1.